This data is from PAMPA (Parallel Artificial Membrane Permeability Assay) permeability data from NCATS. The task is: Regression/Classification. Given a drug SMILES string, predict its absorption, distribution, metabolism, or excretion properties. Task type varies by dataset: regression for continuous measurements (e.g., permeability, clearance, half-life) or binary classification for categorical outcomes (e.g., BBB penetration, CYP inhibition). Dataset: pampa_ncats. (1) The drug is C1=CC=C2C(=C1)C3=NC4=CC=CC=C4SC(C3C2=O)C5=CC=C(C=C5)Cl. The result is 0 (low-to-moderate permeability). (2) The compound is C1=CC=C(C=C1)C2=CNN=C2. The result is 1 (high permeability). (3) The drug is CCOC(=O)C1=CNC2=C(C1=O)C=CC3=C2CCCC3. The result is 1 (high permeability). (4) The molecule is C1CCC(CC1)CN2CCC3=C(CC2)N=C(N=C3C4=CC=C(C=C4)O)C5CC5. The result is 1 (high permeability).